This data is from Forward reaction prediction with 1.9M reactions from USPTO patents (1976-2016). The task is: Predict the product of the given reaction. (1) Given the reactants FC(F)(F)S(O[C:7]1[C:11]2[C:12]([O:16][CH3:17])=[N:13][CH:14]=[CH:15][C:10]=2[N:9]([C:18]2[C:23]([F:24])=[CH:22][CH:21]=[CH:20][C:19]=2[F:25])[N:8]=1)(=O)=O.CC1(C)C(C)(C)OB([C:36]2[CH:41]=[CH:40][C:39]([N:42]3[CH2:47][CH2:46][O:45][CH2:44][C:43]3=[O:48])=[CH:38][CH:37]=2)O1.C(=O)([O-])[O-].[Na+].[Na+], predict the reaction product. The product is: [F:24][C:23]1[CH:22]=[CH:21][CH:20]=[C:19]([F:25])[C:18]=1[N:9]1[C:10]2[CH:15]=[CH:14][N:13]=[C:12]([O:16][CH3:17])[C:11]=2[C:7]([C:36]2[CH:37]=[CH:38][C:39]([N:42]3[CH2:47][CH2:46][O:45][CH2:44][C:43]3=[O:48])=[CH:40][CH:41]=2)=[N:8]1. (2) Given the reactants Cl.C(OC(=O)[NH:8][CH:9]1[CH2:14][CH2:13][N:12]([CH2:15][CH2:16][C:17]#[N:18])[CH2:11][CH2:10]1)(C)(C)C, predict the reaction product. The product is: [NH2:8][CH:9]1[CH2:14][CH2:13][N:12]([CH2:15][CH2:16][C:17]#[N:18])[CH2:11][CH2:10]1. (3) Given the reactants C[O:2][C:3](=O)[C:4]1[CH:9]=[CH:8][C:7]([N:10]2[CH:14]=[N:13][CH:12]=[N:11]2)=[C:6]([C:15]2[N:19]([C:20]([CH3:23])([CH3:22])[CH3:21])[C:18]3[CH:24]=[CH:25][C:26]([Br:28])=[CH:27][C:17]=3[N:16]=2)[CH:5]=1.[H-].[Al+3].[Li+].[H-].[H-].[H-], predict the reaction product. The product is: [Br:28][C:26]1[CH:25]=[CH:24][C:18]2[N:19]([C:20]([CH3:21])([CH3:23])[CH3:22])[C:15]([C:6]3[CH:5]=[C:4]([CH2:3][OH:2])[CH:9]=[CH:8][C:7]=3[N:10]3[CH:14]=[N:13][CH:12]=[N:11]3)=[N:16][C:17]=2[CH:27]=1.